From a dataset of HIV replication inhibition screening data with 41,000+ compounds from the AIDS Antiviral Screen. Binary Classification. Given a drug SMILES string, predict its activity (active/inactive) in a high-throughput screening assay against a specified biological target. (1) The molecule is C=CCN(CC=C)C(=O)COc1cc2c(O)c3c(O)c(C)c4c(c13)C(=O)C(C)(OC=CC(OC)C(C)C(OC(C)=O)C(C)C(O)C(C)C(O)C(C)C=CC=C(C)C(=O)N2)O4. The result is 0 (inactive). (2) The drug is COc1cc2c(cc1OC)C(=O)c1nccc3ccc(OC)c(c13)O2. The result is 1 (active). (3) The compound is CC(C)c1ccc2c(c1)CCC1C2(C)CCC(O)C1(C)C. The result is 0 (inactive). (4) The drug is Cc1ccc2cc(NC(=O)CN)c3ccc(C)nc3c2n1. The result is 0 (inactive). (5) The molecule is NC(CCc1ncc(C(=O)O)s1)C(=O)O. The result is 0 (inactive). (6) The molecule is CCN(CC)CCn1c2cc3c(cc2c(=O)c2cccnc21)OCCO3.Cl. The result is 0 (inactive). (7) The molecule is COC(=O)C1=C(O)c2cc(C)c(C)c(C#N)c2NC(=O)C1. The result is 0 (inactive). (8) The molecule is CCOP(=O)(OCC)C(=O)C1CC1. The result is 0 (inactive). (9) The molecule is CC(=O)C1=C(C)Cn2c(=O)c3ccccc3c(=O)n2C1. The result is 0 (inactive).